This data is from Forward reaction prediction with 1.9M reactions from USPTO patents (1976-2016). The task is: Predict the product of the given reaction. Given the reactants [N:1]1([C:7]([N:9]2[CH2:14][CH:13]([C:15]3[CH:20]=[CH:19][C:18]([O:21][C:22]([F:25])([F:24])[F:23])=[CH:17][CH:16]=3)[CH2:12][CH:11]([C:26]([OH:28])=O)[CH2:10]2)=[O:8])[CH2:6][CH2:5][O:4][CH2:3][CH2:2]1.[CH3:29][O:30][CH2:31][CH2:32][C:33]([NH:35][NH2:36])=[O:34], predict the reaction product. The product is: [CH3:29][O:30][CH2:31][CH2:32][C:33]([NH:35][NH:36][C:26]([CH:11]1[CH2:12][CH:13]([C:15]2[CH:20]=[CH:19][C:18]([O:21][C:22]([F:24])([F:23])[F:25])=[CH:17][CH:16]=2)[CH2:14][N:9]([C:7]([N:1]2[CH2:2][CH2:3][O:4][CH2:5][CH2:6]2)=[O:8])[CH2:10]1)=[O:28])=[O:34].